This data is from Forward reaction prediction with 1.9M reactions from USPTO patents (1976-2016). The task is: Predict the product of the given reaction. (1) The product is: [Na+:25].[Na+:25].[Br:1][C:2]1[CH:14]=[CH:13][C:12]2[C:11]3[C:6](=[CH:7][C:8]([Br:15])=[CH:9][CH:10]=3)[C:5]([CH2:23][CH2:16][CH2:17][CH2:18][S:19]([O-:21])(=[O:20])=[O:24])([CH2:23][CH2:16][CH2:17][CH2:18][S:19]([O-:22])(=[O:21])=[O:20])[C:4]=2[CH:3]=1. Given the reactants [Br:1][C:2]1[CH:14]=[CH:13][C:12]2[C:11]3[C:6](=[CH:7][C:8]([Br:15])=[CH:9][CH:10]=3)[CH2:5][C:4]=2[CH:3]=1.[CH2:16]1[CH2:23][O:22][S:19](=[O:21])(=[O:20])[CH2:18][CH2:17]1.[OH-:24].[Na+:25], predict the reaction product. (2) Given the reactants ClC(Cl)(O[C:5](=[O:11])OC(Cl)(Cl)Cl)Cl.[C:13]1([C:19]2[O:23][C:22]([CH:24]3[CH2:29][CH2:28][NH:27][CH2:26][CH2:25]3)=[N:21][C:20]=2[C:30]2[CH:35]=[CH:34][C:33]([C:36]([F:39])([F:38])[F:37])=[CH:32][CH:31]=2)[CH:18]=[CH:17][CH:16]=[CH:15][CH:14]=1.C(N(CC)CC)C.Cl.Cl.[CH3:49][NH:50][OH:51], predict the reaction product. The product is: [C:13]1([C:19]2[O:23][C:22]([CH:24]3[CH2:25][CH2:26][N:27]([C:5](=[O:11])[N:50]([OH:51])[CH3:49])[CH2:28][CH2:29]3)=[N:21][C:20]=2[C:30]2[CH:31]=[CH:32][C:33]([C:36]([F:38])([F:37])[F:39])=[CH:34][CH:35]=2)[CH:18]=[CH:17][CH:16]=[CH:15][CH:14]=1. (3) Given the reactants [Br:1][C:2]1[CH:9]=[CH:8][C:5]([C:6]#[N:7])=[C:4](F)[CH:3]=1.[CH3:11][O-:12].[Na+].C(Cl)Cl, predict the reaction product. The product is: [Br:1][C:2]1[CH:9]=[CH:8][C:5]([C:6]#[N:7])=[C:4]([O:12][CH3:11])[CH:3]=1. (4) The product is: [Cl:20][CH2:19][CH2:18][N:6]1[CH2:7][C@@H:2]2[CH2:8][C@H:5]1[CH2:4][S:3]2(=[O:10])=[O:9]. Given the reactants Br.[C@H:2]12[CH2:8][C@H:5]([NH:6][CH2:7]1)[CH2:4][S:3]2(=[O:10])=[O:9].C(=O)([O-])[O-].[K+].[K+].Br[CH2:18][CH2:19][Cl:20].O, predict the reaction product. (5) Given the reactants Cl[C:2]1[C:3]2[C:10]([Cl:11])=[CH:9][S:8][C:4]=2[N:5]=[CH:6][N:7]=1.[NH2:12][CH2:13][CH2:14][C:15]1[CH:20]=[CH:19][C:18]([OH:21])=[C:17]([O:22][CH3:23])[CH:16]=1.C(N(CC)CC)C, predict the reaction product. The product is: [Cl:11][C:10]1[C:3]2[C:2]([NH:12][CH2:13][CH2:14][C:15]3[CH:20]=[CH:19][C:18]([OH:21])=[C:17]([O:22][CH3:23])[CH:16]=3)=[N:7][CH:6]=[N:5][C:4]=2[S:8][CH:9]=1. (6) Given the reactants [F:1][C:2]([F:11])([F:10])[CH:3]1[CH2:8][CH2:7][C:6](=O)[CH2:5][CH2:4]1.[CH3:12][O:13][C:14]1[CH:21]=[C:20]([O:22][CH3:23])[CH:19]=[CH:18][C:15]=1[CH2:16][NH2:17].[BH3-]C#N.[Na+], predict the reaction product. The product is: [CH3:12][O:13][C:14]1[CH:21]=[C:20]([O:22][CH3:23])[CH:19]=[CH:18][C:15]=1[CH2:16][NH:17][CH:6]1[CH2:7][CH2:8][CH:3]([C:2]([F:11])([F:10])[F:1])[CH2:4][CH2:5]1. (7) Given the reactants C1C=CC(P(N=[N+]=[N-])(C2C=CC=CC=2)=[O:8])=CC=1.[CH3:18][O:19][C:20]1[N:25]=[CH:24][C:23]([N:26]2[C:30](C(O)=O)=[CH:29][C:28]([Si:34]([CH3:37])([CH3:36])[CH3:35])=[N:27]2)=[CH:22][CH:21]=1.CC[N:40]([CH2:43]C)CC.[NH2:45][C:46]1[C:55]2[C:50](=[CH:51][CH:52]=[CH:53][CH:54]=2)[C:49]([O:56][C:57]2[CH:62]=[CH:61][N:60]=[C:59]([NH:63][C:64]3[CH:69]=[CH:68][CH:67]=[CH:66][CH:65]=3)[N:58]=2)=[CH:48][CH:47]=1, predict the reaction product. The product is: [CH3:18][O:19][C:20]1[N:25]=[CH:24][C:23]([N:26]2[C:30]([NH:40][C:43]([NH:45][C:46]3[C:55]4[C:50](=[CH:51][CH:52]=[CH:53][CH:54]=4)[C:49]([O:56][C:57]4[CH:62]=[CH:61][N:60]=[C:59]([NH:63][C:64]5[CH:65]=[CH:66][CH:67]=[CH:68][CH:69]=5)[N:58]=4)=[CH:48][CH:47]=3)=[O:8])=[CH:29][C:28]([Si:34]([CH3:35])([CH3:36])[CH3:37])=[N:27]2)=[CH:22][CH:21]=1. (8) The product is: [CH3:1][O:2][C:3]1[CH:4]=[CH:5][C:6]([C:9]2([CH3:19])[CH2:14][O:13][CH2:12]/[C:11](=[CH:34]/[N+:31]([O-:33])=[O:32])/[NH:10]2)=[CH:7][CH:8]=1. Given the reactants [CH3:1][O:2][C:3]1[CH:8]=[CH:7][C:6]([C:9]2([CH3:19])[CH2:14][O:13][CH2:12][C:11](N(N=O)C)=[N:10]2)=[CH:5][CH:4]=1.CN(C)C=O.CC(C)([O-])C.[K+].[N+:31]([CH3:34])([O-:33])=[O:32], predict the reaction product. (9) The product is: [CH2:23]([O:22][C:20](=[O:21])[C:19]([S:9]([C:6]1[CH:7]=[N:8][C:3]([Cl:2])=[CH:4][CH:5]=1)(=[O:11])=[O:10])([CH3:26])[CH3:25])[CH3:24]. Given the reactants [Na+].[Cl:2][C:3]1[N:8]=[CH:7][C:6]([S:9]([O-:11])=[O:10])=[CH:5][CH:4]=1.N1C=CC=CC=1.Br[C:19]([CH3:26])([CH3:25])[C:20]([O:22][CH2:23][CH3:24])=[O:21], predict the reaction product.